From a dataset of Reaction yield outcomes from USPTO patents with 853,638 reactions. Predict the reaction yield, written as a fraction of the theoretical maximum amount of product (1.0 means a 100% yield; for example, 0.34 means a 34% yield). (1) The reactants are [CH2:1]([N:8]([CH2:14][CH:15]=[CH2:16])[S:9](C=C)(=[O:11])=[O:10])[C:2]1[CH:7]=[CH:6][CH:5]=[CH:4][CH:3]=1. The catalyst is ClCCl.Cl[Ru](=C1N(C2C(C)=CC(C)=CC=2C)CCN1C1C(C)=CC(C)=CC=1C)(Cl)(=CC1C=CC=CC=1)[P](C1CCCCC1)(C1CCCCC1)C1CCCCC1. The product is [CH2:1]([N:8]1[CH2:14][CH:15]=[CH:16][S:9]1(=[O:10])=[O:11])[C:2]1[CH:3]=[CH:4][CH:5]=[CH:6][CH:7]=1. The yield is 0.713. (2) The reactants are [CH3:1][C:2]1([CH3:12])[CH2:11][NH:10][C@@H:9]2[C@@H:4]([CH2:5][CH2:6][CH2:7][CH2:8]2)[NH:3]1.BrC1C=C2C(=CC=1)N(C)C(C#N)=C2.P(C(C)(C)C)(C(C)(C)C)C(C)(C)C.[H+].[B-](F)(F)(F)F.CC([O-])(C)C.[Na+].[O-]S([O-])(=O)=O.[Mg+2]. The catalyst is CC([O-])=O.CC([O-])=O.[Pd+2].CCOC(C)=O.O.C1(C)C=CC=CC=1. The product is [CH3:1][C:2]1([CH3:12])[NH:3][CH:4]2[CH:9]([CH2:8][CH2:7][CH2:6][CH2:5]2)[NH:10][CH2:11]1. The yield is 0.460. (3) The reactants are C1(P(C2CCCCC2)C2C=CC=CC=2C2C(OC)=CC=CC=2OC)CCCCC1.[CH:30]1[C:42]2[NH:41][C:40]3[C:35](=[CH:36][CH:37]=[CH:38][CH:39]=3)[C:34]=2[CH:33]=[CH:32][CH:31]=1.Br[C:44]1[CH:61]=[CH:60][C:59]2[C:58]3[C:53](=[CH:54][CH:55]=[CH:56][CH:57]=3)[C:52]3[C:47](=[CH:48][CH:49]=[CH:50][CH:51]=3)[C:46]=2[CH:45]=1.CC(C)([O-])C.[Na+]. The catalyst is CC1C=CC=CC=1C.C1C=CC(/C=C/C(/C=C/C2C=CC=CC=2)=O)=CC=1.C1C=CC(/C=C/C(/C=C/C2C=CC=CC=2)=O)=CC=1.C1C=CC(/C=C/C(/C=C/C2C=CC=CC=2)=O)=CC=1.[Pd].[Pd]. The product is [CH:45]1[C:46]2[C:47]3[C:52](=[CH:51][CH:50]=[CH:49][CH:48]=3)[C:53]3[C:58](=[CH:57][CH:56]=[CH:55][CH:54]=3)[C:59]=2[CH:60]=[CH:61][C:44]=1[N:41]1[C:40]2[CH:39]=[CH:38][CH:37]=[CH:36][C:35]=2[C:34]2[C:42]1=[CH:30][CH:31]=[CH:32][CH:33]=2. The yield is 0.560. (4) The reactants are [CH3:1][C@@H:2]1[C@H:6]2[C@H:7]([O:15][C@@H:16]3[O:21][C@H:20]([CH2:22][OH:23])[C@@H:19]([OH:24])[C@H:18]([OH:25])[C@H:17]3[OH:26])[O:8][CH:9]=[C:10]([C:11]([O:13][CH3:14])=[O:12])[C@H:5]2[CH2:4][C@@H:3]1[OH:27].[C:28](Cl)([C:41]1[CH:46]=[CH:45][CH:44]=[CH:43][CH:42]=1)([C:35]1[CH:40]=[CH:39][CH:38]=[CH:37][CH:36]=1)[C:29]1[CH:34]=[CH:33][CH:32]=[CH:31][CH:30]=1. The catalyst is N1C=CC=CC=1. The product is [CH3:1][C@@H:2]1[C@H:6]2[C@H:7]([O:15][C@@H:16]3[O:21][C@H:20]([CH2:22][O:23][C:28]([C:29]4[CH:30]=[CH:31][CH:32]=[CH:33][CH:34]=4)([C:41]4[CH:46]=[CH:45][CH:44]=[CH:43][CH:42]=4)[C:35]4[CH:40]=[CH:39][CH:38]=[CH:37][CH:36]=4)[C@@H:19]([OH:24])[C@H:18]([OH:25])[C@H:17]3[OH:26])[O:8][CH:9]=[C:10]([C:11]([O:13][CH3:14])=[O:12])[C@H:5]2[CH2:4][C@@H:3]1[OH:27]. The yield is 0.650. (5) The reactants are [CH3:1][O:2][C:3]1[CH:15]=[CH:14][C:6]([CH2:7][NH:8][C:9]2[S:10][CH:11]=[CH:12][N:13]=2)=[CH:5][CH:4]=1.C[Si]([N-][Si](C)(C)C)(C)C.[Li+].[CH3:26][O:27][C:28]1[CH:33]=[C:32]([C:34]([F:37])([F:36])[F:35])[CH:31]=[CH:30][C:29]=1[C:38]1[C:47]2[C:42](=[CH:43][C:44]([S:48](OC3C(F)=C(F)C(F)=C(F)C=3F)(=[O:50])=[O:49])=[CH:45][CH:46]=2)[C:41](=[O:63])[NH:40][N:39]=1. The catalyst is C1COCC1. The product is [CH3:26][O:27][C:28]1[CH:33]=[C:32]([C:34]([F:35])([F:36])[F:37])[CH:31]=[CH:30][C:29]=1[C:38]1[C:47]2[C:42](=[CH:43][C:44]([S:48]([N:8]([CH2:7][C:6]3[CH:5]=[CH:4][C:3]([O:2][CH3:1])=[CH:15][CH:14]=3)[C:9]3[S:10][CH:11]=[CH:12][N:13]=3)(=[O:50])=[O:49])=[CH:45][CH:46]=2)[C:41](=[O:63])[NH:40][N:39]=1. The yield is 0.380. (6) The reactants are [CH3:1][C:2]1[CH:7]=[CH:6][C:5]([S:8]([N:11]2[CH2:17][CH2:16][C:15]3[CH:18]=[CH:19][C:20]([NH2:22])=[CH:21][C:14]=3[CH2:13][CH2:12]2)(=[O:10])=[O:9])=[CH:4][CH:3]=1.C(N(CC)CC)C.[C:30]1([CH3:42])[CH:35]=[CH:34][C:33]([S:36](N=C=O)(=[O:38])=[O:37])=[CH:32][CH:31]=1. The catalyst is O1CCCC1. The product is [CH3:1][C:2]1[CH:3]=[CH:4][C:5]([S:8]([N:11]2[CH2:17][CH2:16][C:15]3[CH:18]=[CH:19][C:20]([NH:22][S:36]([C:33]4[CH:34]=[CH:35][C:30]([CH3:42])=[CH:31][CH:32]=4)(=[O:38])=[O:37])=[CH:21][C:14]=3[CH2:13][CH2:12]2)(=[O:10])=[O:9])=[CH:6][CH:7]=1. The yield is 0.160. (7) The product is [C:1]1([N:7]2[CH2:11][CH2:10][CH2:9][CH2:8]2)[CH2:5][CH2:4][CH2:3][CH:2]=1. The reactants are [C:1]1(=O)[CH2:5][CH2:4][CH2:3][CH2:2]1.[NH:7]1[CH2:11][CH2:10][CH2:9][CH2:8]1. The catalyst is C1(C)C=CC=CC=1.C1(C)C=CC(S(O)(=O)=O)=CC=1. The yield is 0.918. (8) The reactants are [Cl:1][C:2]1[C:44]([F:45])=[CH:43][CH:42]=[CH:41][C:3]=1[CH2:4][NH:5][C:6](=[O:40])[N:7]([CH:9]([CH2:25][O:26][CH2:27][CH:28]([OH:39])[CH2:29][O:30][P:31]([O:36]CC)([O:33]CC)=[O:32])[CH2:10][O:11][C:12](=[O:24])[NH:13][C:14]1[N:15]=[CH:16][C:17]2[C:22]([CH:23]=1)=[CH:21][CH:20]=[CH:19][CH:18]=2)[CH3:8].[Si](I)(C)(C)C. The catalyst is C(#N)C. The product is [Cl:1][C:2]1[C:44]([F:45])=[CH:43][CH:42]=[CH:41][C:3]=1[CH2:4][NH:5][C:6](=[O:40])[N:7]([CH:9]([CH2:25][O:26][CH2:27][CH:28]([OH:39])[CH2:29][O:30][P:31]([OH:36])([OH:33])=[O:32])[CH2:10][O:11][C:12](=[O:24])[NH:13][C:14]1[N:15]=[CH:16][C:17]2[C:22]([CH:23]=1)=[CH:21][CH:20]=[CH:19][CH:18]=2)[CH3:8]. The yield is 0.730. (9) The reactants are [CH2:1]([NH:3][C:4]1[CH:9]=[C:8]([CH3:10])[NH:7][C:6](=[O:11])[C:5]=1[C:12]#[N:13])[CH3:2].[C:14](O[C:14]([O:16][C:17]([CH3:20])([CH3:19])[CH3:18])=[O:15])([O:16][C:17]([CH3:20])([CH3:19])[CH3:18])=[O:15].[BH4-].[Na+].NCCNCCN.C([O-])(O)=O.[Na+]. The catalyst is CCOC(C)=O.O.O.O.O.O.O.[Ni](Cl)Cl.CO. The product is [CH2:1]([NH:3][C:4]1[CH:9]=[C:8]([CH3:10])[NH:7][C:6](=[O:11])[C:5]=1[CH2:12][NH:13][C:14](=[O:15])[O:16][C:17]([CH3:20])([CH3:19])[CH3:18])[CH3:2]. The yield is 0.567. (10) The reactants are [CH3:1][O:2][C:3]([C:5]1[CH:6]=[C:7]([C:12]2[CH:17]=[CH:16][C:15]([CH3:18])=[CH:14][CH:13]=2)[CH:8]=[C:9](I)[CH:10]=1)=[O:4].[CH2:19]([NH2:21])[CH3:20].C1CCN2C(=NCCC2)CC1.C1C[O:36][CH2:35]C1. The catalyst is CC([O-])=O.CC([O-])=O.[Pd+2]. The product is [CH3:1][O:2][C:3]([C:5]1[CH:6]=[C:7]([C:12]2[CH:17]=[CH:16][C:15]([CH3:18])=[CH:14][CH:13]=2)[CH:8]=[C:9]([C:35](=[O:36])[NH:21][CH2:19][CH3:20])[CH:10]=1)=[O:4]. The yield is 0.500.